Dataset: Full USPTO retrosynthesis dataset with 1.9M reactions from patents (1976-2016). Task: Predict the reactants needed to synthesize the given product. (1) Given the product [C:1]([O:4][CH2:5][CH:6]([OH:27])[CH2:7][C:8](=[O:26])[CH:9]=[CH:10][CH2:11][CH2:12][CH2:13][CH2:14][CH2:15][CH:16]=[CH:17][CH2:18][CH:19]=[CH:20][CH2:21][CH2:22][CH2:23][CH2:24][CH3:25])(=[O:3])[CH3:2], predict the reactants needed to synthesize it. The reactants are: [C:1]([O:4][CH2:5][CH:6]([OH:27])[CH2:7][CH:8]([OH:26])[CH2:9][CH2:10][CH2:11][CH2:12][CH2:13][CH2:14][CH2:15][CH:16]=[CH:17][CH2:18][CH:19]=[CH:20][CH2:21][CH2:22][CH2:23][CH2:24][CH3:25])(=[O:3])[CH3:2].C(OCC(O)CC(O)CCCCCCCCCCCC#C)(=O)C.C(OCC(O)CC(=O)CCCCCCCC=CCCCCC)(=O)C.C(OCC(O)CC(O)CCCCCCCCCCCC=C)(=O)C.C(OCC(O)CC(=O)CCCCCCCC=CCC=CCCCCC)(=O)C.C(OCC(O)CC(=O)CCCCCCCCCCCC=C)(=O)C.C(OCC(O)CC(=O)CCCCCCCCCCCCC)(=O)C. (2) Given the product [C:1]([C:5]1[O:9][N:8]=[C:7]([NH:10][C:11](=[O:24])[C:12]([CH3:13])([S:14]([C:17]2([CH3:25])[CH2:18][CH2:19][O:20][CH2:21][CH2:22]2)(=[O:15])=[O:16])[CH3:23])[CH:6]=1)([CH3:2])([CH3:3])[CH3:4], predict the reactants needed to synthesize it. The reactants are: [C:1]([C:5]1[O:9][N:8]=[C:7]([NH:10][C:11](=[O:24])[C:12]([CH3:23])([S:14]([CH:17]2[CH2:22][CH2:21][O:20][CH2:19][CH2:18]2)(=[O:16])=[O:15])[CH3:13])[CH:6]=1)([CH3:4])([CH3:3])[CH3:2].[CH:25]([N-]C(C)C)(C)C.[Li+].CI. (3) Given the product [CH3:1][O:2][C:3]([C@@H:5]([N:13]1[CH2:18][C:17]2[CH:19]=[CH:20][S:21][C:16]=2[CH2:15][CH2:14]1)[C:6]1[CH:7]=[CH:8][CH:9]=[CH:10][C:11]=1[Cl:12])=[O:4], predict the reactants needed to synthesize it. The reactants are: [CH3:1][O:2][C:3]([C@@H:5]([N:13]1[CH2:18][C:17]2[CH:19]=[CH:20][S:21][C:16]=2[CH2:15][CH2:14]1)[C:6]1[C:11]([Cl:12])=[CH:10][CH:9]=[CH:8][CH:7]=1)=[O:4].OS(O)(=O)=O. (4) Given the product [NH2:2][CH2:1][C:3]1[N:8]=[C:7]([C:9]2[S:13][C:12]([N:14]3[CH2:19][CH2:18][O:17][CH2:16][CH2:15]3)=[N:11][C:10]=2[C:20]2[C:21]([F:38])=[C:22]([NH:26][S:27]([C:30]3[CH:35]=[C:34]([F:36])[CH:33]=[CH:32][C:31]=3[F:37])(=[O:28])=[O:29])[CH:23]=[CH:24][CH:25]=2)[CH:6]=[CH:5][N:4]=1, predict the reactants needed to synthesize it. The reactants are: [C:1]([C:3]1[N:8]=[C:7]([C:9]2[S:13][C:12]([N:14]3[CH2:19][CH2:18][O:17][CH2:16][CH2:15]3)=[N:11][C:10]=2[C:20]2[C:21]([F:38])=[C:22]([NH:26][S:27]([C:30]3[CH:35]=[C:34]([F:36])[CH:33]=[CH:32][C:31]=3[F:37])(=[O:29])=[O:28])[CH:23]=[CH:24][CH:25]=2)[CH:6]=[CH:5][N:4]=1)#[N:2].CC(C[AlH]CC(C)C)C.